From a dataset of Reaction yield outcomes from USPTO patents with 853,638 reactions. Predict the reaction yield, written as a fraction of the theoretical maximum amount of product (1.0 means a 100% yield; for example, 0.34 means a 34% yield). (1) The reactants are Br[C:2]1[CH:8]=[CH:7][C:5]([NH2:6])=[C:4]([N+:9]([O-:11])=[O:10])[CH:3]=1.[NH:12]1[CH:16]=[CH:15][CH:14]=[N:13]1.C(=O)([O-])[O-].[Cs+].[Cs+]. The catalyst is [Cu-]=O.CN(C=O)C. The product is [N+:9]([C:4]1[CH:3]=[C:2]([N:12]2[CH:16]=[CH:15][CH:14]=[N:13]2)[CH:8]=[CH:7][C:5]=1[NH2:6])([O-:11])=[O:10]. The yield is 0.535. (2) The catalyst is CN(C=O)C. The reactants are [Cl:1][C:2]1[CH:3]=[C:4]([CH:7]=[C:8]([O:10][C:11]2[C:16]([Cl:17])=[CH:15][CH:14]=[C:13]([CH2:18][NH:19]C)[C:12]=2[F:21])[CH:9]=1)[C:5]#[N:6].[Cl:22][C:23]1[N:24]=[C:25]([CH2:31][CH2:32][CH3:33])[NH:26][C:27]=1[C:28]([OH:30])=O.CN(C(ON1N=NC2C=CC=NC1=2)=[N+](C)C)C.F[P-](F)(F)(F)(F)F.CCN(C(C)C)C(C)C. The yield is 0.640. The product is [Cl:22][C:23]1[N:24]=[C:25]([CH2:31][CH2:32][CH3:33])[NH:26][C:27]=1[C:28]([NH:19][CH2:18][C:13]1[CH:14]=[CH:15][C:16]([Cl:17])=[C:11]([O:10][C:8]2[CH:7]=[C:4]([C:5]#[N:6])[CH:3]=[C:2]([Cl:1])[CH:9]=2)[C:12]=1[F:21])=[O:30].